From a dataset of Reaction yield outcomes from USPTO patents with 853,638 reactions. Predict the reaction yield, written as a fraction of the theoretical maximum amount of product (1.0 means a 100% yield; for example, 0.34 means a 34% yield). (1) The reactants are [N:1]1[CH:6]=[CH:5][CH:4]=[CH:3][C:2]=1[N:7]([CH2:30][CH2:31][C:32]([O:34][CH2:35][CH3:36])=[O:33])[C:8]([C:10]1[CH:29]=[CH:28][C:13]2[N:14]([CH3:27])[C:15]([CH2:17][NH:18][C:19]3[N:20]=[CH:21][C:22]([C:25]#[N:26])=[N:23][CH:24]=3)=[N:16][C:12]=2[CH:11]=1)=[O:9].[ClH:37].C(O)C.C(=O)([O-])[O-].[NH4+:45].[NH4+]. The catalyst is C(O)(=O)C.ClCCl.CO. The product is [ClH:37].[N:1]1[CH:6]=[CH:5][CH:4]=[CH:3][C:2]=1[N:7]([CH2:30][CH2:31][C:32]([O:34][CH2:35][CH3:36])=[O:33])[C:8]([C:10]1[CH:29]=[CH:28][C:13]2[N:14]([CH3:27])[C:15]([CH2:17][NH:18][C:19]3[N:20]=[CH:21][C:22]([C:25](=[NH:45])[NH2:26])=[N:23][CH:24]=3)=[N:16][C:12]=2[CH:11]=1)=[O:9]. The yield is 0.190. (2) The reactants are Cl[CH2:2][CH:3]([OH:16])[CH2:4][O:5][C:6]1([CH3:15])[CH2:11][CH2:10][CH:9]([CH:12]([CH3:14])[CH3:13])[CH2:8][CH2:7]1.[OH-].[Na+]. The catalyst is [Cl-].C([N+](C)(C)C)C1C=CC=CC=1.C1(C)C=CC=CC=1. The product is [O:16]1[CH:3]([CH2:4][O:5][C:6]2([CH3:15])[CH2:11][CH2:10][CH:9]([CH:12]([CH3:14])[CH3:13])[CH2:8][CH2:7]2)[CH2:2]1. The yield is 0.970. (3) The reactants are C([O:3][C:4]([C:6]1[C:7]([CH3:32])=[C:8]2[C:13]([NH:14][C:15]3[CH:20]=[CH:19][C:18]([S:21][C:22]4[N:23]([CH3:27])[CH:24]=[CH:25][N:26]=4)=[C:17]([Cl:28])[CH:16]=3)=[C:12]([C:29]#[N:30])[CH:11]=[N:10][N:9]2[CH:31]=1)=[O:5])C.[OH-].[Na+].CCO.C1COCC1.Cl. The catalyst is CCOC(C)=O. The product is [Cl:28][C:17]1[CH:16]=[C:15]([NH:14][C:13]2[C:8]3[N:9]([CH:31]=[C:6]([C:4]([OH:5])=[O:3])[C:7]=3[CH3:32])[N:10]=[CH:11][C:12]=2[C:29]#[N:30])[CH:20]=[CH:19][C:18]=1[S:21][C:22]1[N:23]([CH3:27])[CH:24]=[CH:25][N:26]=1. The yield is 0.930.